This data is from Plasma protein binding rate (PPBR) regression data from AstraZeneca. The task is: Regression/Classification. Given a drug SMILES string, predict its absorption, distribution, metabolism, or excretion properties. Task type varies by dataset: regression for continuous measurements (e.g., permeability, clearance, half-life) or binary classification for categorical outcomes (e.g., BBB penetration, CYP inhibition). For this dataset (ppbr_az), we predict Y. (1) The molecule is COc1ccc2ncc(=O)n(CCN3CC[C@@H](NCc4cc5c(cn4)OCCO5)[C@@H](O)C3)c2c1. The Y is 85.8 %. (2) The drug is Cn1c(CNc2ccc(C(=N)N)cc2)nc2cc(C(=O)N(CCC(=O)O)c3ccccn3)ccc21. The Y is 47.1 %. (3) The Y is 99.2 %. The drug is N#Cc1cccc(-c2cc(Cl)ccc2OCC(=O)O)c1. (4) The molecule is CCCCNC(=O)c1ccc(Oc2ccc(CC(=O)O)cc2OC)c(NS(=O)(=O)c2ccc(Cl)cc2Cl)c1. The Y is 99.8 %. (5) The drug is CCOc1ccc([C@@H](C)Nc2nc(N3CCN(C(C)=O)CC3)nc3c2CN(C(C)C)C3=O)cc1F. The Y is 66.6 %. (6) The molecule is CCOc1cc2ncc(C(N)=O)c(Nc3ccc(F)cc3F)c2cc1N1CCCN(C)CC1. The Y is 69.6 %. (7) The compound is O=c1cc(N2CCOCC2)nc2n(Cc3cccc4ccccc34)ccn12. The Y is 96.9 %. (8) The molecule is CCNC(=O)c1cc2c(-n3ccc(C(F)(F)F)n3)c(-c3cncc(C(N)=O)c3)cnc2[nH]1. The Y is 64.0 %.